Dataset: Reaction yield outcomes from USPTO patents with 853,638 reactions. Task: Predict the reaction yield, written as a fraction of the theoretical maximum amount of product (1.0 means a 100% yield; for example, 0.34 means a 34% yield). (1) The reactants are [CH:1]12[CH:12]=[CH:11][CH:7]([CH:8]3[CH:10]1[CH2:9]3)[CH:6]1[CH:2]2[C:3](=[O:14])[O:4][C:5]1=[O:13].[CH3:15][OH:16]. No catalyst specified. The product is [CH3:15][O:16][C:3]([CH:2]1[CH:1]2[CH:12]=[CH:11][CH:7]([CH:8]3[CH:10]2[CH2:9]3)[CH:6]1[C:5]([OH:4])=[O:13])=[O:14]. The yield is 0.940. (2) The reactants are Cl[C:2]([O:4][CH3:5])=[O:3].[Cl:6][C:7]1[CH:8]=[C:9]([CH2:13][CH:14]([NH2:16])[CH3:15])[CH:10]=[CH:11][CH:12]=1.C(=O)([O-])[O-].[K+].[K+]. The catalyst is C1COCC1. The product is [CH3:5][O:4][C:2](=[O:3])[NH:16][CH:14]([CH3:15])[CH2:13][C:9]1[CH:10]=[CH:11][CH:12]=[C:7]([Cl:6])[CH:8]=1. The yield is 0.900. (3) The reactants are Cl[C:2]1[CH:7]=[N:6][CH:5]=[C:4]([Cl:8])[N:3]=1.[CH:9]1([NH2:12])[CH2:11][CH2:10]1.C(=O)([O-])[O-].[Cs+].[Cs+]. The catalyst is CN(C=O)C.C(Cl)Cl. The product is [Cl:8][C:4]1[N:3]=[C:2]([NH:12][CH:9]2[CH2:11][CH2:10]2)[CH:7]=[N:6][CH:5]=1. The yield is 0.760. (4) The reactants are [CH2:1]([O:8][C:9]1[CH:23]=[C:22]([O:24][CH2:25][C:26]2[CH:31]=[CH:30][CH:29]=[CH:28][CH:27]=2)[C:21]([C:32]([CH3:34])=[CH2:33])=[CH:20][C:10]=1[C:11]([N:13]([CH2:17][C:18]#[CH:19])[CH2:14][C:15]#[CH:16])=[O:12])[C:2]1[CH:7]=[CH:6][CH:5]=[CH:4][CH:3]=1.[CH2:35]([OH:40])[CH2:36][CH2:37][C:38]#[CH:39].CCCCCCC. The catalyst is C(OCC)(=O)C. The product is [CH2:1]([O:8][C:9]1[CH:23]=[C:22]([O:24][CH2:25][C:26]2[CH:27]=[CH:28][CH:29]=[CH:30][CH:31]=2)[C:21]([C:32]([CH3:34])=[CH2:33])=[CH:20][C:10]=1[C:11]([N:13]1[CH2:17][C:18]2[C:15](=[CH:16][CH:39]=[C:38]([CH2:37][CH2:36][CH2:35][OH:40])[CH:19]=2)[CH2:14]1)=[O:12])[C:2]1[CH:7]=[CH:6][CH:5]=[CH:4][CH:3]=1. The yield is 0.390.